From a dataset of Forward reaction prediction with 1.9M reactions from USPTO patents (1976-2016). Predict the product of the given reaction. (1) Given the reactants [CH3:1][O:2][C:3]([C:5]1[CH:13]=[C:12]2[C:8]([C:9]([CH:14]=O)=[CH:10][NH:11]2)=[CH:7][CH:6]=1)=[O:4].[O:16]1[CH2:21][CH2:20][N:19]([C:22]2[CH:28]=[CH:27][C:25]([NH2:26])=[CH:24][CH:23]=2)[CH2:18][CH2:17]1.C([Sn](Cl)(Cl)CCCC)CCC.C1([SiH3])C=CC=CC=1, predict the reaction product. The product is: [CH3:1][O:2][C:3]([C:5]1[CH:13]=[C:12]2[C:8]([C:9]([CH2:14][NH:26][C:25]3[CH:24]=[CH:23][C:22]([N:19]4[CH2:20][CH2:21][O:16][CH2:17][CH2:18]4)=[CH:28][CH:27]=3)=[CH:10][NH:11]2)=[CH:7][CH:6]=1)=[O:4]. (2) Given the reactants [NH2:1]OS(O)(=O)=O.[C:7]([O:11][C:12]([NH:14][C:15]1[S:16][CH:17]=[C:18](S([O-])=O)[N:19]=1)=[O:13])([CH3:10])([CH3:9])[CH3:8].[Li+].[C:24]([O-:27])(=O)C.[Na+], predict the reaction product. The product is: [C:24]([C:18]1[N:19]=[C:15]([NH:14][C:12](=[O:13])[O:11][C:7]([CH3:10])([CH3:9])[CH3:8])[S:16][CH:17]=1)(=[O:27])[NH2:1]. (3) Given the reactants [CH3:1][C:2]1[S:6][C:5]([CH2:7][CH2:8][NH:9][C:10](=O)[CH2:11][CH2:12][C:13]2[CH:18]=[CH:17][C:16]([C:19]([F:22])([F:21])[F:20])=[CH:15][CH:14]=2)=[CH:4][CH:3]=1.O=P(Cl)(Cl)Cl, predict the reaction product. The product is: [CH3:1][C:2]1[S:6][C:5]2[CH2:7][CH2:8][N:9]=[C:10]([CH2:11][CH2:12][C:13]3[CH:18]=[CH:17][C:16]([C:19]([F:22])([F:21])[F:20])=[CH:15][CH:14]=3)[C:4]=2[CH:3]=1. (4) Given the reactants Br[C:2]1[CH:7]=[CH:6][C:5]([Cl:8])=[CH:4][C:3]=1[C:9]1([NH2:12])[CH2:11][CH2:10]1.CCN(C(C)C)C(C)C.CN([CH:25]=[O:26])C, predict the reaction product. The product is: [Cl:8][C:5]1[CH:4]=[C:3]2[C:2]([C:25](=[O:26])[NH:12][C:9]32[CH2:11][CH2:10]3)=[CH:7][CH:6]=1. (5) Given the reactants [CH3:1][Si:2]([CH3:33])([CH3:32])[CH2:3][CH2:4][O:5][CH2:6][N:7]1[C:15]2[CH2:14][CH:13](C3C=NN(COCC[Si](C)(C)C)C=3)[CH2:12][CH2:11][C:10]=2[C:9]([C:29]([OH:31])=[O:30])=[N:8]1.C1(=O)CCCCC1, predict the reaction product. The product is: [CH3:1][Si:2]([CH3:33])([CH3:32])[CH2:3][CH2:4][O:5][CH2:6][N:7]1[C:15]2[CH2:14][CH2:13][CH2:12][CH2:11][C:10]=2[C:9]([C:29]([OH:31])=[O:30])=[N:8]1. (6) Given the reactants [CH3:1][C:2]1[CH:3]=[C:4]([CH:8]=[C:9]([CH2:11][CH:12](C)C)[N:10]=1)[C:5]([OH:7])=[O:6].[C:15](B1OB(C(C)=C)OB(C(C)=C)O1)(C)=C, predict the reaction product. The product is: [CH:11]([C:9]1[CH:8]=[C:4]([CH:3]=[C:2]([CH3:1])[N:10]=1)[C:5]([OH:7])=[O:6])([CH3:12])[CH3:15]. (7) Given the reactants C(Cl)(=O)C(Cl)=O.[C:7]([C:11]1[CH:16]=[CH:15][C:14]([S:17]([NH:20][CH2:21][C:22]2[CH:30]=[CH:29][C:25]([C:26]([OH:28])=O)=[CH:24][CH:23]=2)(=[O:19])=[O:18])=[CH:13][CH:12]=1)([CH3:10])([CH3:9])[CH3:8].[CH3:31][C:32]1[N:37]=[CH:36][C:35]([NH2:38])=[CH:34][CH:33]=1, predict the reaction product. The product is: [C:7]([C:11]1[CH:12]=[CH:13][C:14]([S:17]([NH:20][CH2:21][C:22]2[CH:30]=[CH:29][C:25]([C:26]([NH:38][C:35]3[CH:36]=[N:37][C:32]([CH3:31])=[CH:33][CH:34]=3)=[O:28])=[CH:24][CH:23]=2)(=[O:18])=[O:19])=[CH:15][CH:16]=1)([CH3:8])([CH3:9])[CH3:10]. (8) Given the reactants [Cl:1][C:2]1[CH:3]=[C:4]([C:8]#[C:9][CH:10]([N:13]2[CH2:18][CH2:17][NH:16][CH2:15][CH2:14]2)[CH2:11][CH3:12])[CH:5]=[CH:6][CH:7]=1.C(N(CC)CC)C.Cl[C:27]([O:29][CH2:30][CH:31]([CH3:33])[CH3:32])=[O:28], predict the reaction product. The product is: [CH2:30]([O:29][C:27]([N:16]1[CH2:15][CH2:14][N:13]([CH:10]([CH2:11][CH3:12])[C:9]#[C:8][C:4]2[CH:5]=[CH:6][CH:7]=[C:2]([Cl:1])[CH:3]=2)[CH2:18][CH2:17]1)=[O:28])[CH:31]([CH3:33])[CH3:32].